This data is from Forward reaction prediction with 1.9M reactions from USPTO patents (1976-2016). The task is: Predict the product of the given reaction. (1) Given the reactants Br[C:2]1[N:7]=[CH:6][C:5]([CH2:8][NH:9][C:10]([C:12]2[C:13]3[CH:14]=[N:15][N:16]([C:21]4[CH:26]=[CH:25][C:24]([F:27])=[CH:23][CH:22]=4)[C:17]=3[CH:18]=[CH:19][CH:20]=2)=[O:11])=[CH:4][CH:3]=1.[CH3:28][S:29]([O-:31])=[O:30].[Na+].CNCCNC, predict the reaction product. The product is: [CH3:28][S:29]([C:2]1[N:7]=[CH:6][C:5]([CH2:8][NH:9][C:10]([C:12]2[C:13]3[CH:14]=[N:15][N:16]([C:21]4[CH:26]=[CH:25][C:24]([F:27])=[CH:23][CH:22]=4)[C:17]=3[CH:18]=[CH:19][CH:20]=2)=[O:11])=[CH:4][CH:3]=1)(=[O:31])=[O:30]. (2) Given the reactants [C:1]1([O:11][CH2:12][C:13]([O:15]CC)=O)[C:10]2[C:5](=[CH:6][CH:7]=[CH:8][CH:9]=2)[CH:4]=[CH:3][CH:2]=1.[NH2:18][CH2:19][CH:20]([OH:32])[CH2:21][N:22]1[CH2:31][CH2:30][C:29]2[C:24](=[CH:25][CH:26]=[CH:27][CH:28]=2)[CH2:23]1, predict the reaction product. The product is: [CH2:23]1[C:24]2[C:29](=[CH:28][CH:27]=[CH:26][CH:25]=2)[CH2:30][CH2:31][N:22]1[CH2:21][CH:20]([OH:32])[CH2:19][NH:18][C:13](=[O:15])[CH2:12][O:11][C:1]1[C:10]2[C:5](=[CH:6][CH:7]=[CH:8][CH:9]=2)[CH:4]=[CH:3][CH:2]=1. (3) Given the reactants [Cl:1][C:2]1[CH:3]=[CH:4][C:5]([O:33][CH3:34])=[C:6]([C:8]2[C:12]([NH:13][C:14]([C:16]3[CH:17]=[N:18][N:19]4[CH:24]=[CH:23][CH:22]=[N:21][C:20]=34)=[O:15])=[CH:11][N:10]([C:25]([CH3:32])([CH3:31])[C:26]([O:28]CC)=[O:27])[N:9]=2)[CH:7]=1.[OH-].[Na+], predict the reaction product. The product is: [Cl:1][C:2]1[CH:3]=[CH:4][C:5]([O:33][CH3:34])=[C:6]([C:8]2[C:12]([NH:13][C:14]([C:16]3[CH:17]=[N:18][N:19]4[CH:24]=[CH:23][CH:22]=[N:21][C:20]=34)=[O:15])=[CH:11][N:10]([C:25]([CH3:31])([CH3:32])[C:26]([OH:28])=[O:27])[N:9]=2)[CH:7]=1.